This data is from Catalyst prediction with 721,799 reactions and 888 catalyst types from USPTO. The task is: Predict which catalyst facilitates the given reaction. Reactant: CC1C=CC(S(O[CH2:12][CH2:13][C:14]2[N:18]([C:19]3[N:24]=[CH:23][C:22]([F:25])=[CH:21][N:20]=3)[N:17]=[N:16][C:15]=2[C@H:26]([NH:28][C:29](=[O:41])[C:30]2[CH:35]=[CH:34][CH:33]=[C:32]([C:36]([F:39])([F:38])[F:37])[C:31]=2[Cl:40])[CH3:27])(=O)=O)=CC=1.[H-].[Na+]. Product: [Cl:40][C:31]1[C:32]([C:36]([F:39])([F:37])[F:38])=[CH:33][CH:34]=[CH:35][C:30]=1[C:29]([N:28]1[CH2:12][CH2:13][C:14]2[N:18]([C:19]3[N:20]=[CH:21][C:22]([F:25])=[CH:23][N:24]=3)[N:17]=[N:16][C:15]=2[C@H:26]1[CH3:27])=[O:41]. The catalyst class is: 1.